This data is from Forward reaction prediction with 1.9M reactions from USPTO patents (1976-2016). The task is: Predict the product of the given reaction. (1) Given the reactants [C:1]([C:3]1[CH:4]=[CH:5][C:6]([NH2:13])=[C:7]([S:9]([NH2:12])(=[O:11])=[O:10])[CH:8]=1)#N.[CH3:14][N:15]([CH3:28])[S:16]([C:19]1C=[CH:23][CH:22]=[CH:21][C:20]=1B(O)O)(=[O:18])=[O:17].[CH:29]1([CH:35]=O)[CH2:34][CH2:33][CH2:32][CH2:31][CH2:30]1, predict the reaction product. The product is: [CH:29]1([CH:35]2[NH:13][C:6]3[CH:5]=[CH:4][C:3]([C:1]4[CH:23]=[CH:22][CH:21]=[CH:20][C:19]=4[S:16](=[O:18])(=[O:17])[N:15]([CH3:14])[CH3:28])=[CH:8][C:7]=3[S:9](=[O:11])(=[O:10])[NH:12]2)[CH2:34][CH2:33][CH2:32][CH2:31][CH2:30]1. (2) The product is: [C:28]([C:32]1[CH:42]=[CH:41][C:35]([O:36][CH2:37][C@@H:38]([OH:39])[CH2:40][N:19]2[CH2:18][CH2:17][C:16]3([O:15][C:14]4[C:24]5[C:10]([C:11](=[O:27])[C:12](=[O:26])[C:13]=4[S:23][CH2:22]3)=[CH:9][CH:8]=[C:7]([N:1]3[CH2:6][CH2:5][O:4][CH2:3][CH2:2]3)[CH:25]=5)[CH2:21][CH2:20]2)=[CH:34][CH:33]=1)([CH3:29])([CH3:30])[CH3:31]. Given the reactants [N:1]1([C:7]2[CH:25]=[C:24]3[C:10]([C:11](=[O:27])[C:12](=[O:26])[C:13]4[S:23][CH2:22][C:16]5([CH2:21][CH2:20][NH:19][CH2:18][CH2:17]5)[O:15][C:14]=43)=[CH:9][CH:8]=2)[CH2:6][CH2:5][O:4][CH2:3][CH2:2]1.[C:28]([C:32]1[CH:42]=[CH:41][C:35]([O:36][CH2:37][C@@H:38]2[CH2:40][O:39]2)=[CH:34][CH:33]=1)([CH3:31])([CH3:30])[CH3:29], predict the reaction product. (3) Given the reactants C(=O)(O)[O-].[Na+].Cl.[NH2:7][CH2:8][C:9]#[N:10].[C:11]1([C:17](=[O:22])[CH2:18][C:19](=O)[CH3:20])[CH:16]=[CH:15][CH:14]=[CH:13][CH:12]=1.C1(C)C=CC=CC=1, predict the reaction product. The product is: [O:22]=[C:17]([C:11]1[CH:16]=[CH:15][CH:14]=[CH:13][CH:12]=1)[CH:18]=[C:19]([NH:10][CH2:9][C:8]#[N:7])[CH3:20]. (4) Given the reactants [OH:1][CH:2]1[CH2:5][CH:4]([C:6]([OH:8])=[O:7])[CH2:3]1.[C:9](Cl)(=[O:11])[CH3:10], predict the reaction product. The product is: [C:9]([O:1][CH:2]1[CH2:5][CH:4]([C:6]([OH:8])=[O:7])[CH2:3]1)(=[O:11])[CH3:10].